Dataset: Catalyst prediction with 721,799 reactions and 888 catalyst types from USPTO. Task: Predict which catalyst facilitates the given reaction. Reactant: [CH3:1][N:2]1[C:6]([CH:7]2[CH2:12][C:11](=[O:13])[CH2:10][CH2:9][O:8]2)=[C:5]([N+:14]([O-:16])=[O:15])[CH:4]=[N:3]1.B(F)(F)F.[CH3:21]COCC.[CH3:26][Si](C=[N+]=[N-])(C)C. Product: [CH3:1][N:2]1[C:6]([CH:7]2[O:8][CH2:9][CH2:10][C:11](=[O:13])[CH2:21][CH2:12]2)=[C:5]([N+:14]([O-:16])=[O:15])[CH:4]=[N:3]1.[CH3:1][N:2]1[C:6]([CH:7]2[CH2:12][C:11](=[O:13])[CH2:10][CH2:9][CH2:26][O:8]2)=[C:5]([N+:14]([O-:16])=[O:15])[CH:4]=[N:3]1. The catalyst class is: 2.